Task: Predict the reaction yield, written as a fraction of the theoretical maximum amount of product (1.0 means a 100% yield; for example, 0.34 means a 34% yield).. Dataset: Reaction yield outcomes from USPTO patents with 853,638 reactions (1) The reactants are [CH:1]([C@@H:4]1[C:9](=[O:10])[N:8]([C:11]2[CH:16]=[C:15]([S:17]([CH3:20])(=[O:19])=[O:18])[C:14]([C:21]([O:23][CH3:24])=[O:22])=[CH:13][C:12]=2[N+:25]([O-])=O)[CH2:7][CH2:6][N:5]1[C:28]([O:30][C:31]([CH3:34])([CH3:33])[CH3:32])=[O:29])([CH3:3])[CH3:2]. The catalyst is C1COCC1.CO.[Ni]. The product is [NH2:25][C:12]1[CH:13]=[C:14]([C:21]([O:23][CH3:24])=[O:22])[C:15]([S:17]([CH3:20])(=[O:18])=[O:19])=[CH:16][C:11]=1[N:8]1[CH2:7][CH2:6][N:5]([C:28]([O:30][C:31]([CH3:32])([CH3:33])[CH3:34])=[O:29])[C@H:4]([CH:1]([CH3:2])[CH3:3])[C:9]1=[O:10]. The yield is 1.00. (2) The reactants are [F:1][C:2]1[CH:8]=[CH:7][CH:6]=[C:5]([F:9])[C:3]=1[NH2:4].C[Al](C)C.C[O:15][C:16]([C:18]1[S:19][CH:20]=[C:21]([Br:24])[C:22]=1[CH3:23])=O. The catalyst is C(Cl)Cl. The product is [Br:24][C:21]1[C:22]([CH3:23])=[C:18]([C:16]([NH:4][C:3]2[C:2]([F:1])=[CH:8][CH:7]=[CH:6][C:5]=2[F:9])=[O:15])[S:19][CH:20]=1. The yield is 0.350. (3) The reactants are [NH2:1][C:2]1[C:7]([Br:8])=[CH:6][C:5]([Cl:9])=[CH:4][N:3]=1.Cl[C:11]1[C:12](=[O:27])[N:13]([CH2:18][C:19]2[CH:24]=[CH:23][C:22]([O:25][CH3:26])=[CH:21][CH:20]=2)[CH:14]=[C:15]([Cl:17])[N:16]=1. No catalyst specified. The product is [Br:8][C:7]1[C:2]([NH:1][C:11]2[C:12](=[O:27])[N:13]([CH2:18][C:19]3[CH:20]=[CH:21][C:22]([O:25][CH3:26])=[CH:23][CH:24]=3)[CH:14]=[C:15]([Cl:17])[N:16]=2)=[N:3][CH:4]=[C:5]([Cl:9])[CH:6]=1. The yield is 0.580. (4) The reactants are [NH2:1][CH2:2][C:3]1[N:4]=[C:5]([NH:8][C:9]([NH:11][C:12]2[CH:17]=[CH:16][C:15]([CH3:18])=[CH:14][C:13]=2[C:19]([CH:21]2[CH2:25][CH2:24][CH2:23][CH2:22]2)=[O:20])=[O:10])[S:6][CH:7]=1.O=C1C2C(=CC=CC=2)C(=O)[N:28]1[CH2:37][CH2:38][S:39](Cl)(=[O:41])=[O:40].NN. No catalyst specified. The product is [CH:21]1([C:19]([C:13]2[CH:14]=[C:15]([CH3:18])[CH:16]=[CH:17][C:12]=2[NH:11][C:9](=[O:10])[NH:8][C:5]2[S:6][CH:7]=[C:3]([CH2:2][NH:1][S:39]([CH2:38][CH2:37][NH2:28])(=[O:41])=[O:40])[N:4]=2)=[O:20])[CH2:25][CH2:24][CH2:23][CH2:22]1. The yield is 0.830. (5) The yield is 0.750. The catalyst is CN(C=O)C.[Pd]. The product is [CH3:1][O:2][C:3](=[O:43])[CH2:4][C:5]1[C:6]([CH2:11][CH2:12][C:13]2[C:18]([C:19]([F:22])([F:20])[F:21])=[CH:17][N:16]=[C:15]([NH:23][C:24]3[CH:29]=[CH:28][C:27]([CH:30]4[CH2:35][CH2:34][N:33]([C:36]([O:38][C:39]([CH3:41])([CH3:40])[CH3:42])=[O:37])[CH2:32][CH2:31]4)=[CH:26][CH:25]=3)[N:14]=2)=[N:7][CH:8]=[CH:9][CH:10]=1. The reactants are [CH3:1][O:2][C:3](=[O:43])[CH2:4][C:5]1[C:6]([C:11]#[C:12][C:13]2[C:18]([C:19]([F:22])([F:21])[F:20])=[CH:17][N:16]=[C:15]([NH:23][C:24]3[CH:29]=[CH:28][C:27]([CH:30]4[CH2:35][CH2:34][N:33]([C:36]([O:38][C:39]([CH3:42])([CH3:41])[CH3:40])=[O:37])[CH2:32][CH2:31]4)=[CH:26][CH:25]=3)[N:14]=2)=[N:7][CH:8]=[CH:9][CH:10]=1. (6) The reactants are CC1(C)C2C(=C(P(C3C=CC=CC=3)C3C=CC=CC=3)C=CC=2)OC2C(P(C3C=CC=CC=3)C3C=CC=CC=3)=CC=CC1=2.[O-]P([O-])([O-])=O.[K+].[K+].[K+].FC(F)(F)C(O)=O.[NH2:58][C:59]1[CH:60]=[C:61]([NH:65][S:66]([C:69]2[CH:74]=[CH:73][C:72]([N+:75]([O-:77])=[O:76])=[CH:71][CH:70]=2)(=[O:68])=[O:67])[CH:62]=[CH:63][CH:64]=1.Cl[C:79]1[N:84]=[C:83]([C:85]2[C:93]3[C:88](=[CH:89][CH:90]=[CH:91][CH:92]=3)[N:87]([S:94]([C:97]3[CH:102]=[CH:101][CH:100]=[CH:99][CH:98]=3)(=[O:96])=[O:95])[CH:86]=2)[C:82]([Cl:103])=[CH:81][N:80]=1. The catalyst is CC([O-])=O.CC([O-])=O.[Pd+2]. The product is [Cl:103][C:82]1[C:83]([C:85]2[C:93]3[C:88](=[CH:89][CH:90]=[CH:91][CH:92]=3)[N:87]([S:94]([C:97]3[CH:102]=[CH:101][CH:100]=[CH:99][CH:98]=3)(=[O:96])=[O:95])[CH:86]=2)=[N:84][C:79]([NH:58][C:59]2[CH:60]=[C:61]([NH:65][S:66]([C:69]3[CH:74]=[CH:73][C:72]([N+:75]([O-:77])=[O:76])=[CH:71][CH:70]=3)(=[O:67])=[O:68])[CH:62]=[CH:63][CH:64]=2)=[N:80][CH:81]=1. The yield is 0.760. (7) The catalyst is C(#N)C. The product is [C:24]([O:28][C:29]([NH:1][C:2]1[S:3][C:4]([CH2:7][CH2:8][C@H:9]2[C:12](=[O:13])[NH:11][C@@H:10]2[C:14]([O:16][CH2:17][C:18]2[CH:23]=[CH:22][CH:21]=[CH:20][CH:19]=2)=[O:15])=[CH:5][N:6]=1)=[O:30])([CH3:27])([CH3:26])[CH3:25]. The yield is 0.810. The reactants are [NH2:1][C:2]1[S:3][C:4]([CH2:7][CH2:8][C@H:9]2[C:12](=[O:13])[NH:11][C@@H:10]2[C:14]([O:16][CH2:17][C:18]2[CH:23]=[CH:22][CH:21]=[CH:20][CH:19]=2)=[O:15])=[CH:5][N:6]=1.[C:24]([O:28][C:29](O[C:29]([O:28][C:24]([CH3:27])([CH3:26])[CH3:25])=[O:30])=[O:30])([CH3:27])([CH3:26])[CH3:25]. (8) The reactants are C1(P(C2C=CC=CC=2)C2C=CC=CC=2)C=CC=CC=1.BrN1C(=O)CCC1=O.[CH2:28]([S:32]([C:35]1[CH:40]=[CH:39][C:38]([CH:41]([CH2:45][CH:46]2[CH2:50][CH2:49][CH2:48][CH2:47]2)[C:42]([OH:44])=O)=[CH:37][CH:36]=1)(=[O:34])=[O:33])[CH2:29][CH2:30][CH3:31].[NH2:51][C:52]1[S:53][CH:54]=[CH:55][N:56]=1.N1C=CC=CC=1. The catalyst is C(Cl)Cl. The product is [CH2:28]([S:32]([C:35]1[CH:40]=[CH:39][C:38]([CH:41]([CH2:45][CH:46]2[CH2:47][CH2:48][CH2:49][CH2:50]2)[C:42]([NH:51][C:52]2[S:53][CH:54]=[CH:55][N:56]=2)=[O:44])=[CH:37][CH:36]=1)(=[O:33])=[O:34])[CH2:29][CH2:30][CH3:31]. The yield is 0.656.